Dataset: Experimentally validated miRNA-target interactions with 360,000+ pairs, plus equal number of negative samples. Task: Binary Classification. Given a miRNA mature sequence and a target amino acid sequence, predict their likelihood of interaction. (1) The miRNA is mmu-miR-199b-3p with sequence ACAGUAGUCUGCACAUUGGUUA. The protein sequence of the target gene is MEATGTDEVDKLKTKFISAWNNMKYSWVLKTKTYFSRNSPVLLLGKCYHFKYEDEDKTLPAESGCTIEDHVIAGNVEEFRKDFISRIWLTYREEFPQIEGSALTTDCGWGCTLRTGQMLLAQGLILHFLGRAWTWPDALNIENSDSESWTSHTVKKFTASFEASLSGEREFKTPTISLKETIGKYSDDHEMRNEVYHRKIISWFGDSPLALFGLHQLIEYGKKSGKKAGDWYGPAVVAHILRKAVEEARHPDLQGITIYVAQDCTVYNSDVIDKQSASMTSDNADDKAVIILVPVRLGGE.... Result: 0 (no interaction). (2) The miRNA is hsa-miR-6876-5p with sequence CAGGAAGGAGACAGGCAGUUCA. The protein sequence of the target gene is MSSTLAKIAEIEAEMARTQKNKATAHHLGLLKARLAKLRRELITPKGGGGGGPGEGFDVAKTGDARIGFVGFPSVGKSTLLSNLAGVYSEVAAYEFTTLTTVPGVIRYKGAKIQLLDLPGIIEGAKDGKGRGRQVIAVARTCNLILIVLDVLKPLGHKKIIENELEGFGIRLNSKPPNIGFKKKDKGGINLTATCPQSELDAETVKSILAEYKIHNADVTLRSDATADDLIDVVEGNRVYIPCIYVLNKIDQISIEELDIIYKVPHCVPISAHHRWNFDDLLEKIWDYLKLVRIYTKPKG.... Result: 1 (interaction). (3) The miRNA is mmu-miR-3073a-3p with sequence UUGAUGUCCACUGUGACCAUAG. The protein sequence of the target gene is MASGGGSLGLIVFLLLLQPKPCEAWAAASVLSTSGFPSGFSEAPRDNPPPPTRVRMSKATTRSPFMNFSLVCGQPFMKIMGGVDAEEGKWPWQVSVRVRHMHVCGGSLINSQWVLTAAHCIYSRIQYNVKVGDRSVYRQNTSLVIPIKTIFVHPKFSTTIVVKNDIALLKLQHPVNFTTNIYPVCIPSESFPVKAGTKCWVTGWGKLVPGAPDVPTEILQEVDQNVILYEECNEMLKKATSSSVDLVKRGMVCGYKERGKDACQGDSGGPMSCEFENKWVQVGVVSWGISCGRKGYPGVY.... Result: 0 (no interaction). (4) The miRNA is mmu-miR-5113 with sequence ACAGAGGAGGAGAGAGAUCCUGU. The protein sequence of the target gene is MALADSARGLPNGGGGGGGSGSSSSSAEPPLFPDIVELNVGGQVYVTRRCTVVSVPDSLLWRMFTQQQPQELARDSKGRFFLDRDGFFFRYILDYLRDLQLVLPDYFPERSRLQREAEYFELPELVRRLGAPQQPGPGPPPPHSRRGVHKEGSLGDELLPLGYAEPEPQEGASAGAPSPTLELASRSPSGGAAGPLLTPSQSLDGSRRSGYITIGYRGSYTIGRDAQADAKFRRVARITVCGKTSLAKEVFGDTLNESRDPDRPPERYTSRYYLKFNFLEQAFDKLSESGFHMVACSSTG.... Result: 0 (no interaction). (5) The miRNA is hsa-miR-4684-3p with sequence UGUUGCAAGUCGGUGGAGACGU. The protein sequence of the target gene is MGVTCVSQMPVAEGKSLQQTVELLTKKLEMLGAEKQGTFCVDCETYHTAASTLGSQGQAGKLMYVMHNSEYPLSCFALFENGPCLIADTNFDVLMVKLKGFFQSAKASKIETRGTRYQYCDFLVKVGTVTMGPSARGISVEVEYGPCVVASDCWSLLLEFLQSFLGSHAPGAPTVFGNRHDAVYGPADTMIQYMELFNKIRKQQQVPVAGIR. Result: 0 (no interaction). (6) The miRNA is mmu-miR-208a-3p with sequence AUAAGACGAGCAAAAAGCUUGU. The protein sequence of the target gene is MESRETLSSSRQRGGESDFLPVSSAKPPAAPGCAGEPLLSTPGPGKGIPVGGERMEPEEEDELGSGRDVDSNSNADSEKWVAGDGLEEQEFSIKEANFTEGSLKLKIQTTKRAKKPPKNLENYICPPEIKITIKQSGDQKVSRAGKNSKATKEEERSHSKKKLLTASDLAASDLKGFQPQAYERPQKHSTLHYDTGLPQDFTGDTLKPKHQQKSSSQNHMDWSTNSDSGPVTQNCFISPESGRETASTSKIPALEPVASFAKAQGKKGSAGNTWSQLSNNNKDLLLGGVAPSPSSHSSPA.... Result: 0 (no interaction). (7) The miRNA is hsa-miR-3156-3p with sequence CUCCCACUUCCAGAUCUUUCU. The protein sequence of the target gene is MHHRMNEMNLSPVGMEQLTSSSVSNALPVSGSHLGLAASPTHSAIPAPGLPVAIPNLGPSLSSLPSALSLMLPMGIGDRGVMCGLPERNYTLPPPPYPHLESSYFRTILPGILSYLADRPPPQYIHPNSINVDGNTALSITNNPSALDPYQSNGNVGLEPGIVSIDSRSVNTHGAQSLHPSDGHEVALDTAITMENVSRVTSPISTDGMAEELTMDGVAGEHSQIPNGSRSHEPLSVDSVSNNLAADAVGHGGVIPMHGNGLELPVVMETDHIASRVNGMSDSALSDSIHTVAMSTNSVS.... Result: 1 (interaction). (8) The miRNA is hsa-miR-6790-5p with sequence GUGAGUGUGGAUUUGGCGGGGUU. The protein sequence of the target gene is MATYSLANERLRALEDIEREIGAILQNAGTVILELSKEKTNERLLDRQAAAFTASVQHVEAELSAQIRYLTQVATGQPHEGSSYSSRKDCQMALKRVDYARLKLSDVARTCEQMLEN. Result: 0 (no interaction). (9) Result: 0 (no interaction). The miRNA is mmu-miR-3074-5p with sequence GUUCCUGCUGAACUGAGCCAGU. The protein sequence of the target gene is MEVTGVSAPTVTVFISSSLNTFRSEKRYSRSLTIAEFKCKLELLVGSPASCMELELYGVDDKFYSKLDQEDALLGSYPVDDGCRIHVIDHSGARLGEYEDVSRVEKYTISQEAYDQRQDTVRSFLKRSKLGRYNEEERAQQEAEAAQRLAEEKAQASSIPVGSRCEVRAAGQSPRRGTVMYVGLTDFKPGYWIGVRYDEPLGKNDGSVNGKRYFECQAKYGAFVKPAVVTVGDFPEEDYGLDEI.